Dataset: Forward reaction prediction with 1.9M reactions from USPTO patents (1976-2016). Task: Predict the product of the given reaction. (1) Given the reactants [O:1]=[C:2]1[N:7]([C:8]2[CH:13]=[CH:12][C:11]([O:14][CH:15]3[CH2:20][CH2:19][NH:18][CH2:17][CH2:16]3)=[CH:10][CH:9]=2)[CH2:6][CH2:5][N:4]([C:21]([O:23][CH2:24][C:25]2[CH:30]=[CH:29][CH:28]=[CH:27][CH:26]=2)=[O:22])[CH2:3]1.C(O[BH-](OC(=O)C)OC(=O)C)(=O)C.[Na+].[CH3:45][C:46]([CH3:48])=O, predict the reaction product. The product is: [CH3:45][CH:46]([N:18]1[CH2:19][CH2:20][CH:15]([O:14][C:11]2[CH:12]=[CH:13][C:8]([N:7]3[CH2:6][CH2:5][N:4]([C:21]([O:23][CH2:24][C:25]4[CH:26]=[CH:27][CH:28]=[CH:29][CH:30]=4)=[O:22])[CH2:3][C:2]3=[O:1])=[CH:9][CH:10]=2)[CH2:16][CH2:17]1)[CH3:48]. (2) Given the reactants [Cl:1][C:2]1[CH:15]=[C:14]([F:16])[C:13]([N:17]2[C:22](=[O:23])[CH:21]=[C:20]([C:24]([F:27])([F:26])[F:25])[N:19]([CH3:28])[C:18]2=[O:29])=[CH:12][C:3]=1[O:4][C:5]1[C:6](=[O:11])[NH:7][CH:8]=[CH:9][CH:10]=1.FC(F)(F)S(O)(=O)=O.ClCCCl.[N+](=[CH:44][C:45]([O:47][CH2:48][CH3:49])=[O:46])=[N-], predict the reaction product. The product is: [Cl:1][C:2]1[CH:15]=[C:14]([F:16])[C:13]([N:17]2[C:22](=[O:23])[CH:21]=[C:20]([C:24]([F:27])([F:26])[F:25])[N:19]([CH3:28])[C:18]2=[O:29])=[CH:12][C:3]=1[O:4][C:5]1[C:6]([O:11][CH2:44][C:45]([O:47][CH2:48][CH3:49])=[O:46])=[N:7][CH:8]=[CH:9][CH:10]=1. (3) Given the reactants [CH2:1]([O:8][C:9]1[CH:10]=[C:11]2[C:15](=[CH:16][CH:17]=1)[NH:14][CH:13]=[C:12]2[CH:18]=O)[C:2]1[CH:7]=[CH:6][CH:5]=[CH:4][CH:3]=1.[C:20]([C:23]1[CH:28]=[CH:27][N:26]=[CH:25][CH:24]=1)(=[O:22])[CH3:21].N1CCCCC1.C(OCC)(=O)C, predict the reaction product. The product is: [C:2]1([CH2:1][O:8][C:9]2[CH:10]=[C:11]3[C:15](=[CH:16][CH:17]=2)[NH:14][CH:13]=[C:12]3/[CH:18]=[CH:21]/[C:20]([C:23]2[CH:28]=[CH:27][N:26]=[CH:25][CH:24]=2)=[O:22])[CH:3]=[CH:4][CH:5]=[CH:6][CH:7]=1. (4) Given the reactants NCCC(O)=O.[O-2].[Ca+2].[C:9]([O-])(=[O:22])[CH2:10][CH2:11][NH:12][C:13](=[O:21])[C@H:14]([C:16]([CH2:19][OH:20])([CH3:18])[CH3:17])[OH:15].[Ca+2].C([O-])(=O)CCN[C:29](=[O:37])[C@H:30]([C:32]([CH2:35][OH:36])([CH3:34])[CH3:33])[OH:31].CC1(C)[C@@H](O)C(=O)OC1.NCCCO, predict the reaction product. The product is: [OH:22][CH2:9][CH2:10][CH2:11][NH:12][C:13](=[O:21])[C@H:14]([C:16]([CH2:19][OH:20])([CH3:18])[CH3:17])[OH:15].[CH3:33][C:32]1([CH3:34])[CH:30]([OH:31])[C:29](=[O:37])[O:36][CH2:35]1. (5) Given the reactants Br[C:2]1[CH:3]=[C:4]2[C:8]3=[C:9]([CH2:11][CH2:12][N:7]3[C@H:6]3[CH2:13][CH2:14][N:15]([C:17]([O:19][C:20]([CH3:23])([CH3:22])[CH3:21])=[O:18])[CH2:16][C@@H:5]23)[CH:10]=1.[CH:24]([C:26]1[CH:31]=[C:30]([O:32][CH3:33])[CH:29]=[CH:28][C:27]=1B(O)O)=[O:25].O.O.O.O.O.O.O.O.[OH-].[Ba+2].[OH-], predict the reaction product. The product is: [CH:24]([C:26]1[CH:31]=[C:30]([O:32][CH3:33])[CH:29]=[CH:28][C:27]=1[C:2]1[CH:3]=[C:4]2[C:8]3=[C:9]([CH2:11][CH2:12][N:7]3[C@H:6]3[CH2:13][CH2:14][N:15]([C:17]([O:19][C:20]([CH3:21])([CH3:22])[CH3:23])=[O:18])[CH2:16][C@@H:5]23)[CH:10]=1)=[O:25]. (6) Given the reactants C(O[N:6]([CH2:10][C:11]([NH:13][C:14]1[CH:19]=[CH:18][C:17]([CH3:20])=[C:16]([CH:21]2[CH2:26][CH2:25][N:24]([CH2:27][C:28]3[CH:33]=[CH:32][C:31]([O:34][C:35]4[CH:40]=[C:39]([F:41])[C:38]([F:42])=[CH:37][C:36]=4[F:43])=[CH:30][CH:29]=3)[CH2:23][CH2:22]2)[CH:15]=1)=[O:12])[C:7](C)=O)(C)(C)C.FC(F)(F)C(O)=O.C(Cl)[Cl:52], predict the reaction product. The product is: [ClH:52].[ClH:52].[CH3:7][NH:6][CH2:10][C:11]([NH:13][C:14]1[CH:19]=[CH:18][C:17]([CH3:20])=[C:16]([CH:21]2[CH2:22][CH2:23][N:24]([CH2:27][C:28]3[CH:29]=[CH:30][C:31]([O:34][C:35]4[CH:40]=[C:39]([F:41])[C:38]([F:42])=[CH:37][C:36]=4[F:43])=[CH:32][CH:33]=3)[CH2:25][CH2:26]2)[CH:15]=1)=[O:12]. (7) Given the reactants [OH-].[NH4+:2].CO[C:5](=[O:29])[CH2:6][N:7]1[CH2:11][CH2:10][CH:9]([C:12]2[CH:17]=[CH:16][C:15]([S:18]([C:21]3[CH:26]=[CH:25][CH:24]=[C:23]([F:27])[CH:22]=3)(=[O:20])=[O:19])=[CH:14][C:13]=2[CH3:28])[CH2:8]1, predict the reaction product. The product is: [F:27][C:23]1[CH:22]=[C:21]([S:18]([C:15]2[CH:16]=[CH:17][C:12]([CH:9]3[CH2:10][CH2:11][N:7]([CH2:6][C:5]([NH2:2])=[O:29])[CH2:8]3)=[C:13]([CH3:28])[CH:14]=2)(=[O:20])=[O:19])[CH:26]=[CH:25][CH:24]=1.